This data is from NCI-60 drug combinations with 297,098 pairs across 59 cell lines. The task is: Regression. Given two drug SMILES strings and cell line genomic features, predict the synergy score measuring deviation from expected non-interaction effect. (1) Drug 1: CCC1=C2CN3C(=CC4=C(C3=O)COC(=O)C4(CC)O)C2=NC5=C1C=C(C=C5)O. Drug 2: COCCOC1=C(C=C2C(=C1)C(=NC=N2)NC3=CC=CC(=C3)C#C)OCCOC.Cl. Cell line: PC-3. Synergy scores: CSS=21.0, Synergy_ZIP=0.837, Synergy_Bliss=7.41, Synergy_Loewe=4.76, Synergy_HSA=5.42. (2) Drug 1: CN1CCC(CC1)COC2=C(C=C3C(=C2)N=CN=C3NC4=C(C=C(C=C4)Br)F)OC. Drug 2: CS(=O)(=O)CCNCC1=CC=C(O1)C2=CC3=C(C=C2)N=CN=C3NC4=CC(=C(C=C4)OCC5=CC(=CC=C5)F)Cl. Cell line: ACHN. Synergy scores: CSS=16.0, Synergy_ZIP=-4.81, Synergy_Bliss=-2.68, Synergy_Loewe=-6.25, Synergy_HSA=-0.838. (3) Drug 1: CN(C)N=NC1=C(NC=N1)C(=O)N. Drug 2: C1C(C(OC1N2C=NC(=NC2=O)N)CO)O. Cell line: SR. Synergy scores: CSS=11.7, Synergy_ZIP=-5.42, Synergy_Bliss=-7.19, Synergy_Loewe=-55.9, Synergy_HSA=-5.42. (4) Drug 1: CC1C(C(=O)NC(C(=O)N2CCCC2C(=O)N(CC(=O)N(C(C(=O)O1)C(C)C)C)C)C(C)C)NC(=O)C3=C4C(=C(C=C3)C)OC5=C(C(=O)C(=C(C5=N4)C(=O)NC6C(OC(=O)C(N(C(=O)CN(C(=O)C7CCCN7C(=O)C(NC6=O)C(C)C)C)C)C(C)C)C)N)C. Drug 2: C1C(C(OC1N2C=NC3=C(N=C(N=C32)Cl)N)CO)O. Cell line: KM12. Synergy scores: CSS=5.48, Synergy_ZIP=-3.31, Synergy_Bliss=2.09, Synergy_Loewe=-2.25, Synergy_HSA=-2.76. (5) Drug 1: CC1=C(C=C(C=C1)C(=O)NC2=CC(=CC(=C2)C(F)(F)F)N3C=C(N=C3)C)NC4=NC=CC(=N4)C5=CN=CC=C5. Drug 2: C1=NNC2=C1C(=O)NC=N2. Cell line: HL-60(TB). Synergy scores: CSS=25.4, Synergy_ZIP=2.73, Synergy_Bliss=4.83, Synergy_Loewe=4.30, Synergy_HSA=6.07. (6) Drug 1: CNC(=O)C1=CC=CC=C1SC2=CC3=C(C=C2)C(=NN3)C=CC4=CC=CC=N4. Drug 2: CC1=CC=C(C=C1)C2=CC(=NN2C3=CC=C(C=C3)S(=O)(=O)N)C(F)(F)F. Cell line: SK-MEL-28. Synergy scores: CSS=-0.453, Synergy_ZIP=2.47, Synergy_Bliss=4.20, Synergy_Loewe=0.682, Synergy_HSA=0.453. (7) Drug 1: C1=CN(C(=O)N=C1N)C2C(C(C(O2)CO)O)O.Cl. Drug 2: CC1=C(N=C(N=C1N)C(CC(=O)N)NCC(C(=O)N)N)C(=O)NC(C(C2=CN=CN2)OC3C(C(C(C(O3)CO)O)O)OC4C(C(C(C(O4)CO)O)OC(=O)N)O)C(=O)NC(C)C(C(C)C(=O)NC(C(C)O)C(=O)NCCC5=NC(=CS5)C6=NC(=CS6)C(=O)NCCC[S+](C)C)O. Cell line: A498. Synergy scores: CSS=26.3, Synergy_ZIP=-10.1, Synergy_Bliss=-2.73, Synergy_Loewe=-0.825, Synergy_HSA=0.499. (8) Drug 1: C1CC(C1)(C(=O)O)C(=O)O.[NH2-].[NH2-].[Pt+2]. Drug 2: CCC1=C2CN3C(=CC4=C(C3=O)COC(=O)C4(CC)O)C2=NC5=C1C=C(C=C5)O. Cell line: T-47D. Synergy scores: CSS=17.8, Synergy_ZIP=13.9, Synergy_Bliss=19.4, Synergy_Loewe=-33.4, Synergy_HSA=6.05. (9) Drug 1: CC1=C(N=C(N=C1N)C(CC(=O)N)NCC(C(=O)N)N)C(=O)NC(C(C2=CN=CN2)OC3C(C(C(C(O3)CO)O)O)OC4C(C(C(C(O4)CO)O)OC(=O)N)O)C(=O)NC(C)C(C(C)C(=O)NC(C(C)O)C(=O)NCCC5=NC(=CS5)C6=NC(=CS6)C(=O)NCCC[S+](C)C)O. Drug 2: CCC1(C2=C(COC1=O)C(=O)N3CC4=CC5=C(C=CC(=C5CN(C)C)O)N=C4C3=C2)O.Cl. Cell line: SW-620. Synergy scores: CSS=44.0, Synergy_ZIP=0.491, Synergy_Bliss=2.71, Synergy_Loewe=5.71, Synergy_HSA=6.17. (10) Drug 1: C1CN1C2=NC(=NC(=N2)N3CC3)N4CC4. Drug 2: C(=O)(N)NO. Cell line: HCT-15. Synergy scores: CSS=40.2, Synergy_ZIP=4.70, Synergy_Bliss=3.64, Synergy_Loewe=-32.0, Synergy_HSA=0.611.